From a dataset of Peptide-MHC class II binding affinity with 134,281 pairs from IEDB. Regression. Given a peptide amino acid sequence and an MHC pseudo amino acid sequence, predict their binding affinity value. This is MHC class II binding data. (1) The peptide sequence is GHLQIVDKIDAAFKI. The MHC is DRB4_0101 with pseudo-sequence DRB4_0103. The binding affinity (normalized) is 0.417. (2) The peptide sequence is AAATAGTTVKGAFAA. The MHC is HLA-DQA10501-DQB10301 with pseudo-sequence HLA-DQA10501-DQB10301. The binding affinity (normalized) is 0.638. (3) The peptide sequence is GKSYDALATFTVNIF. The MHC is DRB1_1201 with pseudo-sequence DRB1_1201. The binding affinity (normalized) is 0.428. (4) The peptide sequence is AEIGSAISTANGAAA. The MHC is DRB4_0101 with pseudo-sequence DRB4_0103. The binding affinity (normalized) is 0.186. (5) The peptide sequence is YDKFLANVSTVLYGK. The MHC is DRB1_0701 with pseudo-sequence DRB1_0701. The binding affinity (normalized) is 0.847.